The task is: Predict which catalyst facilitates the given reaction.. This data is from Catalyst prediction with 721,799 reactions and 888 catalyst types from USPTO. (1) Reactant: C([N:8]1[C:16]2[C:15](=[O:17])[N:14]([CH2:18][CH2:19][CH2:20][CH2:21][C:22]([OH:25])([CH3:24])[CH3:23])[C:13](=[O:26])[N:12]([CH2:27][CH3:28])[C:11]=2[N:10]=[CH:9]1)C1C=CC=CC=1.C(N1C2C(=O)NC(=O)N(CC)C=2N=C1)C1C=CC=CC=1.ClCCCCC(O)(C)C.C([O-])=O.[NH4+].[H][H]. The catalyst class is: 29. Product: [CH2:27]([N:12]1[C:11]2[N:10]=[CH:9][NH:8][C:16]=2[C:15](=[O:17])[N:14]([CH2:18][CH2:19][CH2:20][CH2:21][C:22]([OH:25])([CH3:23])[CH3:24])[C:13]1=[O:26])[CH3:28]. (2) The catalyst class is: 5. Reactant: [I:1][C:2]1[CH:7]=[CH:6][C:5]([OH:8])=[CH:4][CH:3]=1.[Br:9]Br.S([O-])([O-])(=O)=S.[Na+].[Na+].ClCCl. Product: [Br:9][C:6]1[CH:7]=[C:2]([I:1])[CH:3]=[CH:4][C:5]=1[OH:8]. (3) Reactant: [OH:1][C:2]1[CH:9]=[C:8](O)[CH:7]=[CH:6][C:3]=1[CH:4]=[O:5].[C:11]([O-:14])([O-])=O.[K+].[K+].[CH2:17](Br)[C:18]1[CH:23]=[CH:22][CH:21]=[CH:20][CH:19]=1. Product: [CH2:17]([O:1][C:2]1[CH:9]=[C:8]([O:14][CH2:11][C:2]2[CH:9]=[CH:8][CH:7]=[CH:6][CH:3]=2)[CH:7]=[CH:6][C:3]=1[CH:4]=[O:5])[C:18]1[CH:23]=[CH:22][CH:21]=[CH:20][CH:19]=1. The catalyst class is: 10.